The task is: Predict the reactants needed to synthesize the given product.. This data is from Full USPTO retrosynthesis dataset with 1.9M reactions from patents (1976-2016). Given the product [C:1]1([C:20]2[CH:21]=[CH:22][CH:23]=[CH:24][CH:25]=2)[CH:6]=[CH:5][CH:4]=[C:3]([NH:7][C:8](=[O:19])[CH2:9][CH2:10][CH2:11][CH2:12][CH2:13][CH2:14][C:15]([OH:17])=[O:16])[CH:2]=1, predict the reactants needed to synthesize it. The reactants are: [C:1]1([C:20]2[CH:25]=[CH:24][CH:23]=[CH:22][CH:21]=2)[CH:6]=[CH:5][CH:4]=[C:3]([NH:7][C:8](=[O:19])[CH2:9][CH2:10][CH2:11][CH2:12][CH2:13][CH2:14][C:15]([O:17]C)=[O:16])[CH:2]=1.[OH-].[K+].